This data is from Full USPTO retrosynthesis dataset with 1.9M reactions from patents (1976-2016). The task is: Predict the reactants needed to synthesize the given product. (1) Given the product [C:34]1([C:37]2[CH:38]=[CH:39][CH:40]=[CH:41][CH:42]=2)[CH:35]=[CH:36][C:31]([C:29]2[O:30][C:26]([CH3:25])=[C:27]([CH2:43][CH2:44][O:13][C:10]3[CH:9]=[CH:8][C:7]([CH2:6][C:5]([O:15][C:16]4[CH:21]=[CH:20][C:19]([CH3:22])=[C:18]([CH3:23])[CH:17]=4)([CH3:14])[C:56]([OH:59])=[O:57])=[CH:12][CH:11]=3)[N:28]=2)=[CH:32][CH:33]=1, predict the reactants needed to synthesize it. The reactants are: C(OC(=O)[C:5]([O:15][C:16]1[CH:21]=[CH:20][C:19]([CH3:22])=[C:18]([CH3:23])[CH:17]=1)([CH3:14])[CH2:6][C:7]1[CH:12]=[CH:11][C:10]([OH:13])=[CH:9][CH:8]=1)C.[CH3:25][C:26]1[O:30][C:29]([C:31]2[CH:36]=[CH:35][C:34]([C:37]3[CH:42]=[CH:41][CH:40]=[CH:39][CH:38]=3)=[CH:33][CH:32]=2)=[N:28][C:27]=1[CH2:43][CH2:44]OS(C1C=CC(C)=CC=1)(=O)=O.[C:56]([O-:59])([O-])=[O:57].[K+].[K+].[OH-].[Na+]. (2) Given the product [C:32]1([C:42]2[CH:47]=[CH:46][CH:45]=[CH:44][CH:43]=2)[CH:37]=[CH:36][C:35]([S:38]([NH:1][C:4]2[CH:5]=[C:6]3[C:10](=[CH:11][CH:12]=2)[N:9]([CH2:13][C:14]2[CH:15]=[CH:16][C:17]([C:18]([NH:30][CH2:29][CH2:28][C:27]([OH:26])=[O:31])=[O:19])=[CH:21][CH:22]=2)[CH:8]=[CH:7]3)(=[O:40])=[O:39])=[CH:34][CH:33]=1, predict the reactants needed to synthesize it. The reactants are: [N+:1]([C:4]1[CH:5]=[C:6]2[C:10](=[CH:11][CH:12]=1)[N:9]([CH2:13][C:14]1[CH:22]=[CH:21][C:17]([C:18](O)=[O:19])=[CH:16][CH:15]=1)[CH:8]=[CH:7]2)([O-])=O.Cl.C([O:26][C:27](=[O:31])[CH2:28][CH2:29][NH2:30])C.[C:32]1([C:42]2[CH:47]=[CH:46][CH:45]=[CH:44][CH:43]=2)[CH:37]=[CH:36][C:35]([S:38](Cl)(=[O:40])=[O:39])=[CH:34][CH:33]=1. (3) Given the product [Cl:1][C:2]1[CH:10]=[C:9]2[C:5]([CH2:6][CH2:7][NH:8]2)=[CH:4][CH:3]=1, predict the reactants needed to synthesize it. The reactants are: [Cl:1][C:2]1[CH:10]=[C:9]2[C:5]([CH:6]=[CH:7][NH:8]2)=[CH:4][CH:3]=1.C([BH3-])#N.[Na+]. (4) Given the product [C:8]([C:10]1[CH:18]=[CH:17][C:13]([C:14]([N:50]2[CH2:49][CH2:48][N:47]([C:51]([O:53][C:54]([CH3:57])([CH3:56])[CH3:55])=[O:52])[CH2:46][C@H:45]2[CH3:44])=[O:16])=[C:12]([F:19])[CH:11]=1)#[N:9], predict the reactants needed to synthesize it. The reactants are: C(N(CC)CC)C.[C:8]([C:10]1[CH:18]=[CH:17][C:13]([C:14]([OH:16])=O)=[C:12]([F:19])[CH:11]=1)#[N:9].F[P-](F)(F)(F)(F)F.C[N+](C)=C(N(C)C)ON1C2N=CC=CC=2N=N1.[CH3:44][C@H:45]1[NH:50][CH2:49][CH2:48][N:47]([C:51]([O:53][C:54]([CH3:57])([CH3:56])[CH3:55])=[O:52])[CH2:46]1. (5) Given the product [CH3:25][O:26][C:27]1[CH:28]=[C:29]([CH:33]2[CH2:42][CH2:41][C:40]3[C:35](=[CH:36][CH:37]=[C:38]([O:43][C:44]4[N:45]=[CH:46][C:47]([NH2:50])=[CH:48][CH:49]=4)[CH:39]=3)[O:34]2)[CH:30]=[CH:31][CH:32]=1, predict the reactants needed to synthesize it. The reactants are: NC1C=CC(OC2C=C3C(=CC=2)OC(C2C=CC=CC=2)CC3)=NC=1.[CH3:25][O:26][C:27]1[CH:28]=[C:29]([CH:33]2[CH2:42][CH2:41][C:40]3[C:35](=[CH:36][CH:37]=[C:38]([O:43][C:44]4[CH:49]=[CH:48][C:47]([N+:50]([O-])=O)=[CH:46][N:45]=4)[CH:39]=3)[O:34]2)[CH:30]=[CH:31][CH:32]=1. (6) Given the product [CH3:1][C:2]1[S:3][C:4]([C:29]2[CH:30]=[C:31]([CH3:35])[CH:32]=[CH:33][CH:34]=2)=[C:5]([C:7]([N:9]2[CH2:14][C@H:13]3[C@H:11]([CH2:12]3)[C@H:10]2[CH2:15][NH:16][C:17]([C:19]2[CH:20]=[CH:21][CH:22]=[C:23]3[S:27][CH:26]=[N:25][C:24]=23)=[O:18])=[O:8])[N:6]=1, predict the reactants needed to synthesize it. The reactants are: [CH3:1][C:2]1[S:3][C:4]([C:29]2[CH:30]=[C:31]([CH3:35])[CH:32]=[CH:33][CH:34]=2)=[C:5]([C:7]([N:9]2[CH2:14][C@H:13]3[C@H:11]([CH2:12]3)[C@H:10]2[CH2:15][NH:16][C:17]([C:19]2[CH:20]=[CH:21][CH:22]=[C:23]3[S:27][C:26](Cl)=[N:25][C:24]=23)=[O:18])=[O:8])[N:6]=1. (7) Given the product [Cl:7][C:8]1[CH:9]=[C:10]2[C:14](=[CH:15][CH:16]=1)[N:13]([CH2:17][CH2:18][CH2:19][S:20]([CH2:23][CH3:24])(=[O:22])=[O:21])[C:12]([CH2:25][OH:26])=[CH:11]2, predict the reactants needed to synthesize it. The reactants are: [H-].[Al+3].[Li+].[H-].[H-].[H-].[Cl:7][C:8]1[CH:9]=[C:10]2[C:14](=[CH:15][CH:16]=1)[N:13]([CH2:17][CH2:18][CH2:19][S:20]([CH2:23][CH3:24])(=[O:22])=[O:21])[C:12]([C:25](OCC)=[O:26])=[CH:11]2. (8) Given the product [CH3:1][O:2][C:3]1[CH:4]=[CH:5][C:6]2[C:10]([O:11][C:12]3[CH:17]=[CH:16][C:15](/[CH:18]=[CH:19]/[C:20]([OH:22])=[O:21])=[CH:14][CH:13]=3)=[C:9]([C:24]3[CH:25]=[CH:26][C:27]([O:30][CH3:31])=[CH:28][CH:29]=3)[S:8][C:7]=2[CH:32]=1, predict the reactants needed to synthesize it. The reactants are: [CH3:1][O:2][C:3]1[CH:4]=[CH:5][C:6]2[C:10]([O:11][C:12]3[CH:17]=[CH:16][C:15](/[CH:18]=[CH:19]/[C:20]([O:22]C)=[O:21])=[CH:14][CH:13]=3)=[C:9]([C:24]3[CH:29]=[CH:28][C:27]([O:30][CH3:31])=[CH:26][CH:25]=3)[S:8][C:7]=2[CH:32]=1.C1COCC1.O.[Li+].[OH-].